This data is from Reaction yield outcomes from USPTO patents with 853,638 reactions. The task is: Predict the reaction yield, written as a fraction of the theoretical maximum amount of product (1.0 means a 100% yield; for example, 0.34 means a 34% yield). (1) The reactants are [Cl:1][C:2]1[CH:8]=[C:7]([O:9][C:10]2[C:19]3[C:14](=[CH:15][C:16]([O:22][CH3:23])=[C:17]([O:20][CH3:21])[CH:18]=3)[N:13]=[CH:12][N:11]=2)[CH:6]=[CH:5][C:3]=1[NH2:4].ClC(Cl)(O[C:28](=[O:34])OC(Cl)(Cl)Cl)Cl.Cl.[CH2:37]([NH2:40])[C:38]#[CH:39]. The catalyst is C(Cl)(Cl)Cl.C(N(CC)CC)C. The product is [Cl:1][C:2]1[CH:8]=[C:7]([O:9][C:10]2[C:19]3[C:14](=[CH:15][C:16]([O:22][CH3:23])=[C:17]([O:20][CH3:21])[CH:18]=3)[N:13]=[CH:12][N:11]=2)[CH:6]=[CH:5][C:3]=1[NH:4][C:28]([NH:40][CH2:37][C:38]#[CH:39])=[O:34]. The yield is 0.610. (2) The reactants are [NH:1]1[C:9]2[CH:8]=[CH:7][CH:6]=[C:5]([C:10]#[N:11])[C:4]=2[CH:3]=[CH:2]1.[H-].[Na+].I[CH3:15]. The catalyst is CN(C=O)C.[NH4+].[OH-]. The product is [CH3:15][N:1]1[C:9]2[CH:8]=[CH:7][CH:6]=[C:5]([C:10]#[N:11])[C:4]=2[CH:3]=[CH:2]1. The yield is 0.870. (3) The reactants are O.C1(C)C=CC(S(O)(=O)=O)=CC=1.[C:13]1([C:30]2[CH:35]=[CH:34][CH:33]=[CH:32][CH:31]=2)[CH:18]=[CH:17][CH:16]=[CH:15][C:14]=1[C:19]1[CH:27]=[CH:26][CH:25]=[C:24]2[C:20]=1[CH2:21][CH:22]([CH3:29])[CH:23]2O. The catalyst is C1(C)C=CC=CC=1. The product is [C:13]1([C:30]2[CH:31]=[CH:32][CH:33]=[CH:34][CH:35]=2)[CH:18]=[CH:17][CH:16]=[CH:15][C:14]=1[C:19]1[CH:27]=[CH:26][CH:25]=[C:24]2[C:20]=1[CH2:21][C:22]([CH3:29])=[CH:23]2. The yield is 0.880.